From a dataset of Forward reaction prediction with 1.9M reactions from USPTO patents (1976-2016). Predict the product of the given reaction. (1) Given the reactants [C:1]([O:5][C:6](=[O:28])[NH:7][C:8]1[S:9][C:10]2[CH:16]=[C:15]([CH2:17]O)[CH:14]=[C:13]([C:19]3[CH:24]=[CH:23][CH:22]=[C:21]([N+:25]([O-:27])=[O:26])[CH:20]=3)[C:11]=2[N:12]=1)([CH3:4])([CH3:3])[CH3:2].C1C=CC(P(C2C=CC=CC=2)C2C=CC=CC=2)=CC=1.C1C(=O)N([Br:55])C(=O)C1, predict the reaction product. The product is: [C:1]([O:5][C:6](=[O:28])[NH:7][C:8]1[S:9][C:10]2[CH:16]=[C:15]([CH2:17][Br:55])[CH:14]=[C:13]([C:19]3[CH:24]=[CH:23][CH:22]=[C:21]([N+:25]([O-:27])=[O:26])[CH:20]=3)[C:11]=2[N:12]=1)([CH3:4])([CH3:3])[CH3:2]. (2) Given the reactants [N:1]1[CH:2]=[CH:3][N:4]2[CH:9]=[C:8]([C:10]#[N:11])[N:7]=[CH:6][C:5]=12.N, predict the reaction product. The product is: [N:1]1[CH:2]=[CH:3][N:4]2[CH:9]=[C:8]([CH2:10][NH2:11])[N:7]=[CH:6][C:5]=12. (3) The product is: [O:1]1[C:6]2[CH:7]=[CH:8][CH:9]=[CH:10][C:5]=2[O:4][CH2:3][C@@H:2]1[CH2:11][N:33]1[CH2:34][CH2:35][CH:31]([C:26]2[CH:27]=[CH:28][CH:29]=[CH:30][C:25]=2[O:24][CH3:23])[CH2:32]1. Given the reactants [O:1]1[C:6]2[CH:7]=[CH:8][CH:9]=[CH:10][C:5]=2[O:4][CH2:3][C@@H:2]1[CH2:11]OS(C1C=CC(C)=CC=1)(=O)=O.[CH3:23][O:24][C:25]1[CH:30]=[CH:29][CH:28]=[CH:27][C:26]=1[CH:31]1[CH2:35][CH2:34][NH:33][CH2:32]1.Cl.C([O-])([O-])=O.[K+].[K+], predict the reaction product. (4) The product is: [F:27][C:25]1([F:28])[O:24][C:23]2[CH:29]=[CH:30][C:20]([NH:19][C:10]3[N:9]=[C:8]([C:6]4[CH:5]=[C:4]([CH3:31])[N:3]=[C:2]([CH3:32])[CH:7]=4)[N:12]([CH2:13][C:14]([NH:16][CH2:17][CH3:18])=[O:15])[N:11]=3)=[CH:21][C:22]=2[O:26]1. Given the reactants Cl[C:2]1[CH:7]=[C:6]([C:8]2[N:12]([CH2:13][C:14]([NH:16][CH2:17][CH3:18])=[O:15])[N:11]=[C:10]([NH:19][C:20]3[CH:30]=[CH:29][C:23]4[O:24][C:25]([F:28])([F:27])[O:26][C:22]=4[CH:21]=3)[N:9]=2)[CH:5]=[C:4]([CH3:31])[N:3]=1.[CH2:32]1COCC1.CN1CCCC1=O.C[Mg+].[Br-], predict the reaction product. (5) Given the reactants Cl[C:2]1[C:3]2[CH:10]=[C:9]([C:11]3[CH:16]=[CH:15][C:14]([N:17]4[CH2:22][CH2:21][N:20]([CH:23]5[CH2:26][O:25][CH2:24]5)[CH2:19][CH2:18]4)=[C:13]([O:27][CH3:28])[CH:12]=3)[N:8]([CH2:29][O:30][CH2:31][CH2:32][Si:33]([CH3:36])([CH3:35])[CH3:34])[C:4]=2[N:5]=[CH:6][N:7]=1.[O:37]1[CH2:42][CH2:41][CH:40]([O:43][C:44]2[CH:51]=[CH:50][C:49](B3OC(C)(C)C(C)(C)O3)=[CH:48][C:45]=2[C:46]#[N:47])[CH2:39][CH2:38]1.C([O-])([O-])=O.[Na+].[Na+], predict the reaction product. The product is: [CH3:28][O:27][C:13]1[CH:12]=[C:11]([C:9]2[N:8]([CH2:29][O:30][CH2:31][CH2:32][Si:33]([CH3:34])([CH3:36])[CH3:35])[C:4]3[N:5]=[CH:6][N:7]=[C:2]([C:49]4[CH:50]=[CH:51][C:44]([O:43][CH:40]5[CH2:41][CH2:42][O:37][CH2:38][CH2:39]5)=[C:45]([CH:48]=4)[C:46]#[N:47])[C:3]=3[CH:10]=2)[CH:16]=[CH:15][C:14]=1[N:17]1[CH2:22][CH2:21][N:20]([CH:23]2[CH2:26][O:25][CH2:24]2)[CH2:19][CH2:18]1. (6) The product is: [Br:24][C:20]1[CH:19]=[C:18]([CH:23]=[CH:22][CH:21]=1)[O:17][C:15]1[CH2:16][N:12]([C@@H:4]([CH2:5][CH:6]2[CH2:11][CH2:10][CH2:9][CH2:8][CH2:7]2)[C:3]([OH:26])=[O:2])[C:13](=[O:25])[CH:14]=1. Given the reactants C[O:2][C:3](=[O:26])[C@@H:4]([N:12]1[CH2:16][C:15]([O:17][C:18]2[CH:23]=[CH:22][CH:21]=[C:20]([Br:24])[CH:19]=2)=[CH:14][C:13]1=[O:25])[CH2:5][CH:6]1[CH2:11][CH2:10][CH2:9][CH2:8][CH2:7]1.[OH-].[Li+], predict the reaction product. (7) Given the reactants [OH:1][C:2]1[CH:3]=[C:4]2[C:8](=[CH:9][CH:10]=1)[NH:7][N:6]=[C:5]2[CH2:11][N:12]([CH3:24])[CH2:13][CH2:14][N:15](C)[C:16](=O)OC(C)(C)C.[ClH:25], predict the reaction product. The product is: [CH3:24][N:12]([CH2:11][C:5]1[C:4]2[C:8](=[CH:9][CH:10]=[C:2]([OH:1])[CH:3]=2)[NH:7][N:6]=1)[CH2:13][CH2:14][NH:15][CH3:16].[ClH:25].